This data is from Forward reaction prediction with 1.9M reactions from USPTO patents (1976-2016). The task is: Predict the product of the given reaction. Given the reactants [CH3:1][O:2][CH:3]([O:7][CH3:8])[CH2:4][NH:5][CH3:6].[C:9]([NH:19][CH2:20][C:21]([OH:23])=O)([O:11][CH2:12][C:13]1[CH:18]=[CH:17][CH:16]=[CH:15][CH:14]=1)=[O:10].C(Cl)CCl.C1C=CC2N(O)N=NC=2C=1.C(N(CC)C(C)C)(C)C, predict the reaction product. The product is: [CH2:12]([O:11][C:9]([NH:19][CH2:20][C:21]([N:5]([CH2:4][CH:3]([O:7][CH3:8])[O:2][CH3:1])[CH3:6])=[O:23])=[O:10])[C:13]1[CH:14]=[CH:15][CH:16]=[CH:17][CH:18]=1.